From a dataset of Forward reaction prediction with 1.9M reactions from USPTO patents (1976-2016). Predict the product of the given reaction. The product is: [N:47]1[CH:48]=[CH:50][C:16]([O:20][C:35]2[CH:40]=[CH:39][C:38]([NH:43][C:10]([C:2]3[NH:1][C:5]4[CH:6]=[CH:7][CH:8]=[CH:9][C:4]=4[N:3]=3)=[O:12])=[CH:37][CH:36]=2)=[CH:53][CH:51]=1. Given the reactants [N:1]1[C:5]2[CH:6]=[CH:7][CH:8]=[CH:9][C:4]=2[NH:3][C:2]=1[C:10]([OH:12])=O.CN([C:16]([O:20]N1N=NC2C=CC=CC1=2)=[N+](C)C)C.[B-](F)(F)(F)F.[CH:35]1[CH:36]=[CH:37][C:38]2[N:43](O)N=N[C:39]=2[CH:40]=1.CC[N:47]([CH:51]([CH3:53])C)[CH:48]([CH3:50])C, predict the reaction product.